From a dataset of Catalyst prediction with 721,799 reactions and 888 catalyst types from USPTO. Predict which catalyst facilitates the given reaction. (1) Reactant: [CH3:1][O:2][CH:3]([O:8][CH3:9])[C:4](OC)=[O:5].[CH3:10][C:11]1[CH:18]=[CH:17][C:14]([CH2:15][NH2:16])=[CH:13][CH:12]=1. Product: [CH3:1][O:2][CH:3]([O:8][CH3:9])[C:4]([NH:16][CH2:15][C:14]1[CH:17]=[CH:18][C:11]([CH3:10])=[CH:12][CH:13]=1)=[O:5]. The catalyst class is: 25. (2) The catalyst class is: 1. Product: [F:1][C:2]1[CH:7]=[CH:6][C:5]([C:8]2[C:9]3[CH:21]=[CH:20][C:19](=[O:22])[N:18]([C:23]4[CH:28]=[CH:27][CH:26]=[CH:25][C:24]=4[F:29])[C:10]=3[N:11]=[C:12]([NH:34][CH2:33][CH2:31][OH:32])[N:13]=2)=[C:4]([CH3:30])[CH:3]=1. Reactant: [F:1][C:2]1[CH:7]=[CH:6][C:5]([C:8]2[C:9]3[CH:21]=[CH:20][C:19](=[O:22])[N:18]([C:23]4[CH:28]=[CH:27][CH:26]=[CH:25][C:24]=4[F:29])[C:10]=3[N:11]=[C:12](S(C)(=O)=O)[N:13]=2)=[C:4]([CH3:30])[CH:3]=1.[CH2:31]([CH2:33][NH2:34])[OH:32]. (3) Product: [O:1]1[CH2:5][CH2:4][O:3][CH:2]1[CH2:6][CH2:7][CH2:8][CH2:9][O:10][C:11]1[CH:12]=[C:13]([C:17]([OH:27])([C:21]2[CH:26]=[CH:25][CH:24]=[CH:23][CH:22]=2)[C:18]([O:20][CH2:45][CH:46]2[CH2:51][CH2:50][N:49]([C:52]([O:54][C:55]([CH3:56])([CH3:58])[CH3:57])=[O:53])[CH2:48][CH2:47]2)=[O:19])[CH:14]=[CH:15][CH:16]=1. The catalyst class is: 39. Reactant: [O:1]1[CH2:5][CH2:4][O:3][CH:2]1[CH2:6][CH2:7][CH2:8][CH2:9][O:10][C:11]1[CH:12]=[C:13]([C:17]([OH:27])([C:21]2[CH:26]=[CH:25][CH:24]=[CH:23][CH:22]=2)[C:18]([OH:20])=[O:19])[CH:14]=[CH:15][CH:16]=1.C(=O)([O-])[O-].[K+].[K+].S(O[CH2:45][CH:46]1[CH2:51][CH2:50][N:49]([C:52]([O:54][C:55]([CH3:58])([CH3:57])[CH3:56])=[O:53])[CH2:48][CH2:47]1)(C1C=CC(C)=CC=1)(=O)=O. (4) Reactant: [Cl:1][C:2]1[CH:18]=[C:17]([I:19])[CH:16]=[C:15]([Cl:20])[C:3]=1[C:4](Cl)=[N:5][C:6]1[CH:11]=[CH:10][N:9]=[C:8]([Cl:12])[C:7]=1F.NC(N)=[S:23].N1C=CC=CC=1.C(N(CC)CC)C. Product: [Cl:12][C:8]1[C:7]2[S:23][C:4]([C:3]3[C:2]([Cl:1])=[CH:18][C:17]([I:19])=[CH:16][C:15]=3[Cl:20])=[N:5][C:6]=2[CH:11]=[CH:10][N:9]=1. The catalyst class is: 32. (5) Reactant: [CH2:1]([N:8]1[C:13](=[O:14])[C:12]([CH3:15])=[C:11]2[S:16][C:17]([C:19](O)=[O:20])=[CH:18][N:10]2[C:9]1=[O:22])[C:2]1[CH:7]=[CH:6][CH:5]=[CH:4][CH:3]=1.[NH2:23][CH2:24][C:25]1[CH:26]=[N:27][CH:28]=[CH:29][CH:30]=1.O.ON1C2C=CC=CC=2N=N1.[ClH:42].CN(C)CCCN=C=NCC. Product: [ClH:42].[N:27]1[CH:28]=[CH:29][CH:30]=[C:25]([CH2:24][NH:23][C:19]([C:17]2[S:16][C:11]3[N:10]([C:9](=[O:22])[N:8]([CH2:1][C:2]4[CH:3]=[CH:4][CH:5]=[CH:6][CH:7]=4)[C:13](=[O:14])[C:12]=3[CH3:15])[CH:18]=2)=[O:20])[CH:26]=1. The catalyst class is: 9. (6) Reactant: Cl[Si:2]([CH3:13])([CH3:12])[CH:3]1[C:7]([CH3:8])=[C:6]([CH3:9])[C:5]([CH3:10])=[C:4]1[CH3:11].[C:14]1([C-:20]2[C:28]3[C:23](=[CH:24][CH:25]=[CH:26][CH:27]=3)[CH:22]=[CH:21]2)[CH:19]=[CH:18][CH:17]=[CH:16][CH:15]=1.[Li+]. Product: [CH3:12][Si:2]([CH3:13])([CH:22]1[C:23]2[C:28](=[CH:27][CH:26]=[CH:25][CH:24]=2)[C:20]([C:14]2[CH:19]=[CH:18][CH:17]=[CH:16][CH:15]=2)=[CH:21]1)[CH:3]1[C:7]([CH3:8])=[C:6]([CH3:9])[C:5]([CH3:10])=[C:4]1[CH3:11]. The catalyst class is: 28.